This data is from Peptide-MHC class II binding affinity with 134,281 pairs from IEDB. The task is: Regression. Given a peptide amino acid sequence and an MHC pseudo amino acid sequence, predict their binding affinity value. This is MHC class II binding data. (1) The peptide sequence is PAEILRKSRRFAQALPVW. The MHC is DRB5_0101 with pseudo-sequence DRB5_0101. The binding affinity (normalized) is 0.468. (2) The peptide sequence is FYNEKAFLLTTFDVS. The MHC is HLA-DPA10301-DPB10402 with pseudo-sequence HLA-DPA10301-DPB10402. The binding affinity (normalized) is 0.810. (3) The peptide sequence is AAASAGTTVYGAFAA. The MHC is HLA-DPA10103-DPB10401 with pseudo-sequence HLA-DPA10103-DPB10401. The binding affinity (normalized) is 0.151. (4) The peptide sequence is QWIIRNWETVKIQWS. The MHC is DRB1_0101 with pseudo-sequence DRB1_0101. The binding affinity (normalized) is 0.644. (5) The peptide sequence is PSMGRDIKVQFQSGG. The MHC is HLA-DPA10103-DPB10401 with pseudo-sequence HLA-DPA10103-DPB10401. The binding affinity (normalized) is 0.216. (6) The peptide sequence is NANPDCKTILKALGPAA. The MHC is DRB1_0101 with pseudo-sequence DRB1_0101. The binding affinity (normalized) is 0.775. (7) The peptide sequence is TEYIMKGVYINTALL. The MHC is DRB1_0405 with pseudo-sequence DRB1_0405. The binding affinity (normalized) is 0.349. (8) The binding affinity (normalized) is 0.431. The peptide sequence is EKKYFATTQFEPLAA. The MHC is HLA-DQA10501-DQB10201 with pseudo-sequence HLA-DQA10501-DQB10201. (9) The peptide sequence is KKGGEAMDTISVFLH. The MHC is DRB1_1101 with pseudo-sequence DRB1_1101. The binding affinity (normalized) is 0.213. (10) The peptide sequence is TLGEVWKRELNLLDK. The MHC is DRB4_0103 with pseudo-sequence DRB4_0103. The binding affinity (normalized) is 0.505.